Dataset: Forward reaction prediction with 1.9M reactions from USPTO patents (1976-2016). Task: Predict the product of the given reaction. (1) Given the reactants [Cl:1][C:2]1[CH:3]=[CH:4][C:5]([N:23]2[CH:27]=[N:26][N:25]=[N:24]2)=[C:6]([C:8]2[CH:16]=[C:15]3[N:11]([C@@H:12]([C:17]([O:19]CC)=[O:18])[CH2:13][CH2:14]3)[C:10](=[O:22])[CH:9]=2)[CH:7]=1.Cl.S([O-])([O-])(=O)=O.[NH4+].[NH4+], predict the reaction product. The product is: [Cl:1][C:2]1[CH:3]=[CH:4][C:5]([N:23]2[CH:27]=[N:26][N:25]=[N:24]2)=[C:6]([C:8]2[CH:16]=[C:15]3[N:11]([C@@H:12]([C:17]([OH:19])=[O:18])[CH2:13][CH2:14]3)[C:10](=[O:22])[CH:9]=2)[CH:7]=1. (2) Given the reactants C(OC([N:8]1[CH2:13][CH2:12][N:11]([CH2:14][C:15]2[C:23]3[O:22]/[C:21](=[CH:24]\[C:25]4[C:33]5[C:28](=[CH:29][C:30]([C:34]([O:36][CH3:37])=[O:35])=[CH:31][CH:32]=5)[NH:27][CH:26]=4)/[C:20](=[O:38])[C:19]=3[CH:18]=[CH:17][C:16]=2[OH:39])[CH2:10][CH2:9]1)=O)(C)(C)C.Cl, predict the reaction product. The product is: [OH:39][C:16]1[CH:17]=[CH:18][C:19]2[C:20](=[O:38])/[C:21](=[CH:24]/[C:25]3[C:33]4[C:28](=[CH:29][C:30]([C:34]([O:36][CH3:37])=[O:35])=[CH:31][CH:32]=4)[NH:27][CH:26]=3)/[O:22][C:23]=2[C:15]=1[CH2:14][N:11]1[CH2:12][CH2:13][NH:8][CH2:9][CH2:10]1. (3) Given the reactants [C:1]1([NH:12][C:13](=[O:15])[CH3:14])[C:6]2[CH2:7][CH2:8][CH2:9][CH2:10][CH2:11][C:5]=2[CH:4]=[CH:3][CH:2]=1.[O-:16]S([O-])(=O)=O.[Mg+2].[O-][Mn](=O)(=O)=O.[K+], predict the reaction product. The product is: [O:16]=[C:7]1[C:6]2[C:1]([NH:12][C:13](=[O:15])[CH3:14])=[CH:2][CH:3]=[CH:4][C:5]=2[CH2:11][CH2:10][CH2:9][CH2:8]1. (4) Given the reactants [OH:1][C:2]1[CH:3]=[C:4]2[C:9](=[CH:10][CH:11]=1)[CH:8]=[C:7]([CH2:12][N:13]([CH3:29])[C:14]([C:16]1[C:20]3[CH:21]=[CH:22][CH:23]=[CH:24][C:19]=3[O:18][C:17]=1[CH2:25][CH2:26][CH2:27][CH3:28])=[O:15])[CH:6]=[CH:5]2.Br[CH2:31][C:32]#[N:33].C(=O)([O-])[O-].[K+].[K+], predict the reaction product. The product is: [C:32]([CH2:31][O:1][C:2]1[CH:3]=[C:4]2[C:9](=[CH:10][CH:11]=1)[CH:8]=[C:7]([CH2:12][N:13]([CH3:29])[C:14]([C:16]1[C:20]3[CH:21]=[CH:22][CH:23]=[CH:24][C:19]=3[O:18][C:17]=1[CH2:25][CH2:26][CH2:27][CH3:28])=[O:15])[CH:6]=[CH:5]2)#[N:33].